Predict the reaction yield, written as a fraction of the theoretical maximum amount of product (1.0 means a 100% yield; for example, 0.34 means a 34% yield). From a dataset of Reaction yield outcomes from USPTO patents with 853,638 reactions. (1) The reactants are [CH3:1][O:2][CH2:3][CH2:4][O:5][C:6]1[CH:11]=[CH:10][C:9](/[CH:12]=[CH:13]/[C:14]([NH:16][S:17]([CH2:20][CH2:21][CH2:22][CH2:23][CH3:24])(=[O:19])=[O:18])=[O:15])=[C:8]([O:25][CH2:26][CH:27]2[CH2:31][CH2:30][CH2:29][O:28]2)[CH:7]=1. The catalyst is CO.[C].[Pd]. The product is [CH3:1][O:2][CH2:3][CH2:4][O:5][C:6]1[CH:11]=[CH:10][C:9]([CH2:12][CH2:13][C:14]([NH:16][S:17]([CH2:20][CH2:21][CH2:22][CH2:23][CH3:24])(=[O:19])=[O:18])=[O:15])=[C:8]([O:25][CH2:26][CH:27]2[CH2:31][CH2:30][CH2:29][O:28]2)[CH:7]=1. The yield is 0.920. (2) The reactants are CC(OI1(OC(C)=O)(OC(C)=O)OC(=O)C2C=CC=CC1=2)=O.[OH:23][C@@H:24]1[C@H:28]2[N:29]([C:34]([O:36][CH2:37][CH:38]3[C:50]4[CH:49]=[CH:48][CH:47]=[CH:46][C:45]=4[C:44]4[C:39]3=[CH:40][CH:41]=[CH:42][CH:43]=4)=[O:35])[CH2:30][C@H:31]([S:32][CH3:33])[C@H:27]2[O:26][CH2:25]1. The catalyst is ClCCl. The product is [CH3:33][S:32][C@H:31]1[CH2:30][N:29]([C:34]([O:36][CH2:37][CH:38]2[C:39]3[CH:40]=[CH:41][CH:42]=[CH:43][C:44]=3[C:45]3[C:50]2=[CH:49][CH:48]=[CH:47][CH:46]=3)=[O:35])[C@@H:28]2[C:24](=[O:23])[CH2:25][O:26][C@H:27]12. The yield is 0.870. (3) The reactants are [OH:1][C:2]1[C:3](=[O:15])[N:4]2[C:8](=[C:9]([C:11](=[O:14])[CH2:12][CH3:13])[CH:10]=1)[CH2:7][CH2:6][CH2:5]2.CCN(CC)CC.C1(N[S:30]([C:33]([F:36])([F:35])[F:34])(=[O:32])=[O:31])C=CC=CC=1. The catalyst is C(Cl)Cl. The product is [F:34][C:33]([F:36])([F:35])[S:30]([O:1][C:2]1[C:3](=[O:15])[N:4]2[C:8](=[C:9]([C:11](=[O:14])[CH2:12][CH3:13])[CH:10]=1)[CH2:7][CH2:6][CH2:5]2)(=[O:32])=[O:31]. The yield is 0.990. (4) The reactants are [CH2:1]([O:8][C:9]([N:11]1[CH2:16][CH2:15][NH:14][C:13](=[O:17])[CH2:12]1)=[O:10])[C:2]1[CH:7]=[CH:6][CH:5]=[CH:4][CH:3]=1.[H-].[Na+].[CH3:20][O:21][C:22]1[CH:29]=[CH:28][C:25]([CH2:26]Cl)=[CH:24][CH:23]=1. The catalyst is C1COCC1. The product is [CH2:1]([O:8][C:9]([N:11]1[CH2:16][CH2:15][N:14]([CH2:26][C:25]2[CH:28]=[CH:29][C:22]([O:21][CH3:20])=[CH:23][CH:24]=2)[C:13](=[O:17])[CH2:12]1)=[O:10])[C:2]1[CH:3]=[CH:4][CH:5]=[CH:6][CH:7]=1. The yield is 0.540. (5) The reactants are [I:1][C:2]1[CH:3]=[N:4][N:5]([CH3:10])[C:6]=1[C:7]([OH:9])=[O:8].[C:11](Cl)(=O)[C:12](Cl)=O.CCO. The catalyst is C(Cl)Cl.CN(C=O)C. The product is [I:1][C:2]1[CH:3]=[N:4][N:5]([CH3:10])[C:6]=1[C:7]([O:9][CH2:11][CH3:12])=[O:8]. The yield is 0.890. (6) The reactants are [CH:1]([N:4]1[C:8]([C:9]2[N:10]=[C:11]3[C:17]4[CH:18]=[CH:19][C:20](B5OC(C)(C)C(C)(C)O5)=[CH:21][C:16]=4[O:15][CH2:14][CH2:13][N:12]3[CH:31]=2)=[N:7][CH:6]=[N:5]1)([CH3:3])[CH3:2].Br[C:33]1[N:34]=[C:35]([CH2:39][C:40]([CH3:43])([OH:42])[CH3:41])[N:36]([CH3:38])[CH:37]=1.[F-].[Cs+].O. The catalyst is CN(C=O)C.[Cu]I.C1C=CC([P]([Pd]([P](C2C=CC=CC=2)(C2C=CC=CC=2)C2C=CC=CC=2)([P](C2C=CC=CC=2)(C2C=CC=CC=2)C2C=CC=CC=2)[P](C2C=CC=CC=2)(C2C=CC=CC=2)C2C=CC=CC=2)(C2C=CC=CC=2)C2C=CC=CC=2)=CC=1. The product is [CH:1]([N:4]1[C:8]([C:9]2[N:10]=[C:11]3[C:17]4[CH:18]=[CH:19][C:20]([C:33]5[N:34]=[C:35]([CH2:39][C:40]([CH3:43])([OH:42])[CH3:41])[N:36]([CH3:38])[CH:37]=5)=[CH:21][C:16]=4[O:15][CH2:14][CH2:13][N:12]3[CH:31]=2)=[N:7][CH:6]=[N:5]1)([CH3:3])[CH3:2]. The yield is 0.160. (7) The reactants are [Cl:1][C:2]1[CH:10]=[C:9]2[C:5]([C:6]([C:11](=[O:16])[C:12]([F:15])([F:14])[F:13])=[CH:7][NH:8]2)=[CH:4][CH:3]=1.C(=O)([O-])[O-].[Cs+].[Cs+].[F:23][C:24]1[CH:25]=[C:26]([CH:29]=[C:30]([F:32])[CH:31]=1)[CH2:27]Br.O. The catalyst is C(#N)C. The product is [Cl:1][C:2]1[CH:10]=[C:9]2[C:5]([C:6]([C:11](=[O:16])[C:12]([F:13])([F:14])[F:15])=[CH:7][N:8]2[CH2:27][C:26]2[CH:25]=[C:24]([F:23])[CH:31]=[C:30]([F:32])[CH:29]=2)=[CH:4][CH:3]=1. The yield is 0.640. (8) The reactants are [CH3:1][C:2]1([CH3:18])[O:7][C:6](=[O:8])[NH:5][C:4]2[CH:9]=[CH:10][C:11]([C:13]3[NH:14][CH:15]=[CH:16][CH:17]=3)=[CH:12][C:3]1=2.[C:19](=O)([O-])[O-].[K+].[K+].CI.O. The catalyst is CN(C)C=O. The product is [CH3:1][C:2]1([CH3:18])[O:7][C:6](=[O:8])[NH:5][C:4]2[CH:9]=[CH:10][C:11]([C:13]3[N:14]([CH3:19])[CH:15]=[CH:16][CH:17]=3)=[CH:12][C:3]1=2. The yield is 0.310. (9) The reactants are [CH3:1][C:2]1[C:3]([NH:22][CH:23]2[CH2:28][CH2:27][N:26](C(OC(C)(C)C)=O)[CH2:25][CH2:24]2)=[N:4][C:5]2[C:10]([N:11]=1)=[CH:9][CH:8]=[CH:7][C:6]=2[C:12]1[NH:20][C:19]2[CH2:18][CH2:17][NH:16][C:15](=[O:21])[C:14]=2[CH:13]=1.C(O)(C(F)(F)F)=O.C([O-])(O)=O.[Na+]. The catalyst is C(Cl)Cl. The product is [CH3:1][C:2]1[C:3]([NH:22][CH:23]2[CH2:28][CH2:27][NH:26][CH2:25][CH2:24]2)=[N:4][C:5]2[C:10](=[CH:9][CH:8]=[CH:7][C:6]=2[C:12]2[NH:20][C:19]3[CH2:18][CH2:17][NH:16][C:15](=[O:21])[C:14]=3[CH:13]=2)[N:11]=1. The yield is 0.0680.